This data is from Catalyst prediction with 721,799 reactions and 888 catalyst types from USPTO. The task is: Predict which catalyst facilitates the given reaction. Reactant: Br[C:2]1[CH:3]=[CH:4][C:5]2[N:6]([C:8]([C:11]3[CH:18]=[CH:17][C:14]([C:15]#[N:16])=[CH:13][CH:12]=3)=[CH:9][N:10]=2)[CH:7]=1.[CH3:19][N:20]1[CH2:25][CH2:24][N:23]([C:26]([C:28]2[CH:33]=[CH:32][C:31](B3OC(C)(C)C(C)(C)O3)=[CH:30][C:29]=2[C:43]([F:46])([F:45])[F:44])=[O:27])[CH2:22][CH2:21]1.[O-]P([O-])([O-])=O.[K+].[K+].[K+]. Product: [CH3:19][N:20]1[CH2:21][CH2:22][N:23]([C:26]([C:28]2[CH:33]=[CH:32][C:31]([C:2]3[CH:3]=[CH:4][C:5]4[N:6]([C:8]([C:11]5[CH:18]=[CH:17][C:14]([C:15]#[N:16])=[CH:13][CH:12]=5)=[CH:9][N:10]=4)[CH:7]=3)=[CH:30][C:29]=2[C:43]([F:46])([F:44])[F:45])=[O:27])[CH2:24][CH2:25]1. The catalyst class is: 70.